Dataset: Full USPTO retrosynthesis dataset with 1.9M reactions from patents (1976-2016). Task: Predict the reactants needed to synthesize the given product. (1) Given the product [CH3:1][N:2]([CH2:3][C:4]1([C:10]2[CH:11]=[CH:12][C:13]([O:16][CH2:17][CH2:18][CH2:19][N:20]3[CH2:21][CH2:22][O:23][CH2:24][CH2:25]3)=[CH:14][CH:15]=2)[CH2:5][CH2:6][O:7][CH2:8][CH2:9]1)[CH2:31][CH2:30][S:27]([CH3:26])(=[O:29])=[O:28], predict the reactants needed to synthesize it. The reactants are: [CH3:1][NH:2][CH2:3][C:4]1([C:10]2[CH:15]=[CH:14][C:13]([O:16][CH2:17][CH2:18][CH2:19][N:20]3[CH2:25][CH2:24][O:23][CH2:22][CH2:21]3)=[CH:12][CH:11]=2)[CH2:9][CH2:8][O:7][CH2:6][CH2:5]1.[CH3:26][S:27]([CH:30]=[CH2:31])(=[O:29])=[O:28]. (2) Given the product [NH2:31][C:27]1[N:28]=[C:29]([CH3:30])[C:24]([CH2:23][NH:22][C:15](=[O:17])[C:14]2[CH:18]=[CH:19][N:20]=[C:12]([CH2:11][N:7]3[C:8]4[C:4](=[CH:3][C:2]([Cl:1])=[CH:10][CH:9]=4)[CH:5]=[N:6]3)[CH:13]=2)=[C:25]([CH3:32])[CH:26]=1, predict the reactants needed to synthesize it. The reactants are: [Cl:1][C:2]1[CH:3]=[C:4]2[C:8](=[CH:9][CH:10]=1)[N:7]([CH2:11][C:12]1[CH:13]=[C:14]([CH:18]=[CH:19][N:20]=1)[C:15]([OH:17])=O)[N:6]=[CH:5]2.Cl.[NH2:22][CH2:23][C:24]1[C:25]([CH3:32])=[CH:26][C:27]([NH2:31])=[N:28][C:29]=1[CH3:30].CN(C(ON1N=NC2C=CC=NC1=2)=[N+](C)C)C.F[P-](F)(F)(F)(F)F. (3) Given the product [C:32]([O:31][C:30]([NH:29][C:25]1([C:22]2[CH:21]=[CH:20][C:19]([C:17]3[N:18]=[C:10]4[C:9]([OH:8])=[CH:14][C:13]([C:45]([O:46][CH3:47])=[O:56])=[N:12][N:11]4[C:16]=3[C:37]3[CH:42]=[CH:41][CH:40]=[CH:39][CH:38]=3)=[CH:24][CH:23]=2)[CH2:26][CH2:27][CH2:28]1)=[O:36])([CH3:34])([CH3:33])[CH3:35], predict the reactants needed to synthesize it. The reactants are: C([O:8][C:9]1[C:10]2[N:11]([C:16]([C:37]3[CH:42]=[CH:41][CH:40]=[CH:39][CH:38]=3)=[C:17]([C:19]3[CH:24]=[CH:23][C:22]([C:25]4([NH:29][C:30](=[O:36])[O:31][C:32]([CH3:35])([CH3:34])[CH3:33])[CH2:28][CH2:27][CH2:26]4)=[CH:21][CH:20]=3)[N:18]=2)[N:12]=[C:13](Cl)[CH:14]=1)C1C=CC=CC=1.C1[CH2:47][O:46][CH2:45]C1.C(N(CC)CC)C.C[OH:56]. (4) Given the product [NH:27]([C:2]1[C:7]([C:8]([F:11])([F:10])[F:9])=[C:6]([O:12][CH2:13][C:14]2([C:20]3[CH:25]=[CH:24][CH:23]=[CH:22][CH:21]=3)[CH2:19][CH2:18][CH2:17][CH2:16][CH2:15]2)[CH:5]=[CH:4][N:3]=1)[NH2:28], predict the reactants needed to synthesize it. The reactants are: Cl[C:2]1[C:7]([C:8]([F:11])([F:10])[F:9])=[C:6]([O:12][CH2:13][C:14]2([C:20]3[CH:25]=[CH:24][CH:23]=[CH:22][CH:21]=3)[CH2:19][CH2:18][CH2:17][CH2:16][CH2:15]2)[CH:5]=[CH:4][N:3]=1.O.[NH2:27][NH2:28]. (5) Given the product [CH2:1]([CH:3]1[C:8]2([CH:13]([OH:14])[CH2:12][CH2:11][CH2:10][CH2:9]2)[CH:7]([CH3:15])[CH:6]=[CH:5][CH2:4]1)[CH3:2], predict the reactants needed to synthesize it. The reactants are: [CH2:1]([CH:3]1[C:8]2([C:13](=[O:14])[CH2:12][CH2:11][CH2:10][CH2:9]2)[CH:7]([CH3:15])[CH:6]=[CH:5][CH2:4]1)[CH3:2].[H-].[H-].[H-].[H-].[Li+].[Al+3]. (6) Given the product [CH:1]1([N:7]([CH2:27][CH:28]=[O:29])[C:8](=[O:26])[CH2:9][CH2:10][O:11][CH2:12][CH2:13][C:14]2[CH:19]=[CH:18][CH:17]=[C:16]([C:20]3[CH:21]=[N:22][N:23]([CH3:25])[CH:24]=3)[CH:15]=2)[CH2:6][CH2:5][CH2:4][CH2:3][CH2:2]1, predict the reactants needed to synthesize it. The reactants are: [CH:1]1([N:7]([CH2:27][CH:28](OC)[O:29]C)[C:8](=[O:26])[CH2:9][CH2:10][O:11][CH2:12][CH2:13][C:14]2[CH:19]=[CH:18][CH:17]=[C:16]([C:20]3[CH:21]=[N:22][N:23]([CH3:25])[CH:24]=3)[CH:15]=2)[CH2:6][CH2:5][CH2:4][CH2:3][CH2:2]1.O.C1(C)C=CC(S(O)(=O)=O)=CC=1.C(OCC)(=O)C.C(=O)([O-])O.[Na+]. (7) Given the product [CH2:1]([O:3][C:4]([C:5]1[NH:18][C:11]2[CH:10]=[C:9]([C:12]3[CH:17]=[CH:16][CH:15]=[CH:14][CH:13]=3)[S:8][C:7]=2[CH:6]=1)=[O:21])[CH3:2], predict the reactants needed to synthesize it. The reactants are: [CH2:1]([O:3][C:4](=[O:21])[C:5]([N:18]=[N+]=[N-])=[CH:6][C:7]1[S:8][C:9]([C:12]2[CH:17]=[CH:16][CH:15]=[CH:14][CH:13]=2)=[CH:10][CH:11]=1)[CH3:2]. (8) Given the product [Cl:31][CH2:15][S:14][C:4]1[C:5](=[O:6])[C:7]2[C:8](=[CH:9][C:10]([F:13])=[CH:11][CH:12]=2)[N:2]([CH3:1])[CH:3]=1, predict the reactants needed to synthesize it. The reactants are: [CH3:1][N:2]1[C:8]2[CH:9]=[C:10]([F:13])[CH:11]=[CH:12][C:7]=2[C:5](=[O:6])[C:4]([S+:14]([O-])[CH3:15])=[CH:3]1.FC1C=C2C(C(=S)C(C)=CN2C)=CC=1.[Cl:31]N1C(=O)CCC1=O. (9) Given the product [NH2:1][C:19]1[C:18]([C:16]([C:10]2[C:11]([F:15])=[C:12]([F:14])[CH:13]=[C:8]([O:7][Si:6]([C:2]([CH3:3])([CH3:5])[CH3:4])([CH3:28])[CH3:29])[C:9]=2[O:26][CH3:27])=[O:17])=[CH:23][N:22]=[C:21]([Cl:24])[N:20]=1, predict the reactants needed to synthesize it. The reactants are: [NH3:1].[C:2]([Si:6]([CH3:29])([CH3:28])[O:7][C:8]1[C:9]([O:26][CH3:27])=[C:10]([C:16]([C:18]2[C:19](Cl)=[N:20][C:21]([Cl:24])=[N:22][CH:23]=2)=[O:17])[C:11]([F:15])=[C:12]([F:14])[CH:13]=1)([CH3:5])([CH3:4])[CH3:3].